From a dataset of Reaction yield outcomes from USPTO patents with 853,638 reactions. Predict the reaction yield, written as a fraction of the theoretical maximum amount of product (1.0 means a 100% yield; for example, 0.34 means a 34% yield). The catalyst is CN(C=O)C.C1(C)C=CC=CC=1. The product is [Br:1][C:2]1[S:3][C:4]([C:7]([N:20]([CH2:19][C:18]2[CH:22]=[CH:23][CH:24]=[C:16]([O:15][CH3:14])[CH:17]=2)[CH3:21])=[O:9])=[CH:5][N:6]=1. The reactants are [Br:1][C:2]1[S:3][C:4]([C:7]([OH:9])=O)=[CH:5][N:6]=1.S(Cl)(Cl)=O.[CH3:14][O:15][C:16]1[CH:17]=[C:18]([CH:22]=[CH:23][CH:24]=1)[CH2:19][NH:20][CH3:21].C(N(CC)CC)C. The yield is 0.780.